From a dataset of Forward reaction prediction with 1.9M reactions from USPTO patents (1976-2016). Predict the product of the given reaction. (1) Given the reactants O=P(Cl)(Cl)[Cl:3].[F:6][C:7]1[CH:8]=[C:9]([C:13]2[C:22]3[C:17](=[CH:18][CH:19]=[C:20]([C:23]4[CH:28]=[CH:27][CH:26]=[CH:25][N:24]=4)[CH:21]=3)[C:16](O)=[N:15][C:14]=2[C:30]#[N:31])[CH:10]=[CH:11][CH:12]=1.C([O-])(O)=O.[Na+], predict the reaction product. The product is: [Cl:3][C:16]1[C:17]2[C:22](=[CH:21][C:20]([C:23]3[CH:28]=[CH:27][CH:26]=[CH:25][N:24]=3)=[CH:19][CH:18]=2)[C:13]([C:9]2[CH:10]=[CH:11][CH:12]=[C:7]([F:6])[CH:8]=2)=[C:14]([C:30]#[N:31])[N:15]=1. (2) Given the reactants [CH2:1]([O:4][C:5]1[CH:6]=[C:7]([CH:10]=[CH:11][C:12]=1[O:13][CH3:14])[CH:8]=[O:9])[CH2:2][CH3:3].[BH4-].[Na+], predict the reaction product. The product is: [CH2:1]([O:4][C:5]1[CH:6]=[C:7]([CH:10]=[CH:11][C:12]=1[O:13][CH3:14])[CH2:8][OH:9])[CH2:2][CH3:3]. (3) Given the reactants Cl[C:2]1[N:7]=[C:6]([C:8]2[N:12]3[CH:13]=[CH:14][C:15]([C:17]([CH3:27])([O:19][Si:20]([CH2:25][CH3:26])([CH2:23][CH3:24])[CH2:21][CH3:22])[CH3:18])=[N:16][C:11]3=[N:10][CH:9]=2)[CH:5]=[CH:4][N:3]=1.C(B(CC)[C:31]1[CH:32]=[N:33][CH:34]=[CH:35][CH:36]=1)C, predict the reaction product. The product is: [CH3:18][C:17]([C:15]1[CH:14]=[CH:13][N:12]2[C:8]([C:6]3[CH:5]=[CH:4][N:3]=[C:2]([C:31]4[CH:32]=[N:33][CH:34]=[CH:35][CH:36]=4)[N:7]=3)=[CH:9][N:10]=[C:11]2[N:16]=1)([O:19][Si:20]([CH2:25][CH3:26])([CH2:23][CH3:24])[CH2:21][CH3:22])[CH3:27]. (4) Given the reactants [CH3:1][C:2]1[CH:7]=[C:6]([CH3:8])[CH:5]=[CH:4][C:3]=1[N:9]1[CH2:14][CH2:13][N:12]([C:15]2[CH:16]=[C:17]([CH:21]3[CH2:30][C:29]([CH3:32])([CH3:31])[C:28]4[C:23](=[CH:24][CH:25]=[C:26]([C:33]([OH:35])=O)[CH:27]=4)[NH:22]3)[CH:18]=[N:19][CH:20]=2)[CH2:11][CH2:10]1.Cl.CN(C)CCCN=C=NCC.[CH3:48][S:49]([NH2:52])(=[O:51])=[O:50], predict the reaction product. The product is: [CH3:1][C:2]1[CH:7]=[C:6]([CH3:8])[CH:5]=[CH:4][C:3]=1[N:9]1[CH2:10][CH2:11][N:12]([C:15]2[CH:16]=[C:17]([CH:21]3[CH2:30][C:29]([CH3:31])([CH3:32])[C:28]4[C:23](=[CH:24][CH:25]=[C:26]([C:33]([NH:52][S:49]([CH3:48])(=[O:51])=[O:50])=[O:35])[CH:27]=4)[NH:22]3)[CH:18]=[N:19][CH:20]=2)[CH2:13][CH2:14]1.